From a dataset of Catalyst prediction with 721,799 reactions and 888 catalyst types from USPTO. Predict which catalyst facilitates the given reaction. (1) Product: [Cl:26][C:5]1[C:6]([C:8]2[C:9](=[O:25])[N:10]([CH2:23][CH3:24])[C:11]3[C:16]([CH:17]=2)=[CH:15][N:14]=[C:13]([NH:18][CH2:19][CH2:20][S:21][CH3:22])[CH:12]=3)=[CH:7][C:2]([NH:1][C:35]([NH:34][C:28]2[CH:33]=[CH:32][CH:31]=[CH:30][CH:29]=2)=[O:36])=[C:3]([F:27])[CH:4]=1. The catalyst class is: 2. Reactant: [NH2:1][C:2]1[C:3]([F:27])=[CH:4][C:5]([Cl:26])=[C:6]([C:8]2[C:9](=[O:25])[N:10]([CH2:23][CH3:24])[C:11]3[C:16]([CH:17]=2)=[CH:15][N:14]=[C:13]([NH:18][CH2:19][CH2:20][S:21][CH3:22])[CH:12]=3)[CH:7]=1.[C:28]1([N:34]=[C:35]=[O:36])[CH:33]=[CH:32][CH:31]=[CH:30][CH:29]=1. (2) Reactant: [CH3:1][O:2][C:3]1[CH:4]=[C:5]2[C:10](=[CH:11][C:12]=1[O:13][CH3:14])[N:9]=[CH:8][N:7]=[C:6]2[O:15][C:16]1[CH:22]=[CH:21][C:19]([NH2:20])=[CH:18][CH:17]=1.C1(C)C=CC=CC=1.C(N(CC)CC)C.Cl[C:38](Cl)([O:40]C(=O)OC(Cl)(Cl)Cl)Cl.[CH3:49][C:50]1[CH:58]=[CH:57][C:53]([CH:54]([OH:56])[CH3:55])=[CH:52][CH:51]=1. Product: [CH3:1][O:2][C:3]1[CH:4]=[C:5]2[C:10](=[CH:11][C:12]=1[O:13][CH3:14])[N:9]=[CH:8][N:7]=[C:6]2[O:15][C:16]1[CH:22]=[CH:21][C:19]([NH:20][C:38](=[O:40])[O:56][CH:54]([C:53]2[CH:57]=[CH:58][C:50]([CH3:49])=[CH:51][CH:52]=2)[CH3:55])=[CH:18][CH:17]=1. The catalyst class is: 2.